Dataset: Forward reaction prediction with 1.9M reactions from USPTO patents (1976-2016). Task: Predict the product of the given reaction. Given the reactants [OH:1][CH2:2][CH2:3][NH:4][C:5](=[O:11])[O:6][C:7]([CH3:10])([CH3:9])[CH3:8].C(N(CC)CC)C.[S:19](Cl)([CH3:22])(=[O:21])=[O:20], predict the reaction product. The product is: [CH3:22][S:19]([O:1][CH2:2][CH2:3][NH:4][C:5]([O:6][C:7]([CH3:8])([CH3:10])[CH3:9])=[O:11])(=[O:21])=[O:20].